This data is from Retrosynthesis with 50K atom-mapped reactions and 10 reaction types from USPTO. The task is: Predict the reactants needed to synthesize the given product. (1) Given the product COC(=O)[C@@H]1CCCCC[C@@H]1NCCC(C)C, predict the reactants needed to synthesize it. The reactants are: CC(C)CC=O.COC(=O)[C@@H]1CCCCC[C@@H]1N. (2) Given the product Cc1csc(C(=O)N2CCOCC2)c1Cl, predict the reactants needed to synthesize it. The reactants are: C1COCCN1.Cc1csc(C(=O)O)c1Cl. (3) Given the product CON(CC(F)(F)F)C(=O)C1(NC(=O)c2ccc(/C=C/C(c3cc(Cl)c(Cl)c(Cl)c3)C(F)(F)F)cc2C(F)(F)F)CC1, predict the reactants needed to synthesize it. The reactants are: CON(CC(F)(F)F)C(=O)C1(N)CC1.O=C(O)c1ccc(/C=C/C(c2cc(Cl)c(Cl)c(Cl)c2)C(F)(F)F)cc1C(F)(F)F. (4) The reactants are: CC(C)(C)OCCO.Oc1ccc2[nH]ccc2c1. Given the product CC(C)(C)OCCOc1ccc2[nH]ccc2c1, predict the reactants needed to synthesize it. (5) The reactants are: Nc1nc2ccc(-c3ccccc3C(=O)C3CCOCC3)cc2cc1N1CCOCC1. Given the product Nc1nc2ccc(-c3ccccc3C(O)C3CCOCC3)cc2cc1N1CCOCC1, predict the reactants needed to synthesize it. (6) Given the product Cc1csc2ccc3[nH]c4c(c3c12)CN(CCCC(c1ccc(F)cc1)c1ccc(F)cc1)CC4, predict the reactants needed to synthesize it. The reactants are: Cc1csc2ccc3[nH]c4c(c3c12)CNCC4.Fc1ccc(C(CCCI)c2ccc(F)cc2)cc1.